From a dataset of Full USPTO retrosynthesis dataset with 1.9M reactions from patents (1976-2016). Predict the reactants needed to synthesize the given product. Given the product [NH2:8][C:5]1[N:6]=[N:7][C:2]([C:17]2[CH:18]=[C:19]([CH:24]=[CH:25][CH:26]=2)[C:20]([O:22][CH3:23])=[O:21])=[CH:3][CH:4]=1, predict the reactants needed to synthesize it. The reactants are: Cl[C:2]1[N:7]=[N:6][C:5]([NH2:8])=[CH:4][CH:3]=1.CC1(C)C(C)(C)OB([C:17]2[CH:18]=[C:19]([CH:24]=[CH:25][CH:26]=2)[C:20]([O:22][CH3:23])=[O:21])O1.CC(C1C=C(C(C)C)C(C2C=CC=CC=2P(C2CCCCC2)C2CCCCC2)=C(C(C)C)C=1)C.C([O-])([O-])=O.[Na+].[Na+].